This data is from Experimentally validated miRNA-target interactions with 360,000+ pairs, plus equal number of negative samples. The task is: Binary Classification. Given a miRNA mature sequence and a target amino acid sequence, predict their likelihood of interaction. (1) The miRNA is hsa-miR-551b-5p with sequence GAAAUCAAGCGUGGGUGAGACC. The protein sequence of the target gene is MMADGAAAGAGGSPSLRELRARMVAAANEIAKERRKQDVVNRVATHSSNIRSTFKPVIDGSMLKNDIKQRLARERREEKRRQQDANKETQLLEKERKTKLQYEKQMEERQRKLKERKEKEEQRRIAAEEKRHQKDEAQKEKFTAILYRTLERRRLADDYQQKRWSWGGSAMANSESKTANKRSASTEKLEQGTSALIRQMPLSSAGLQNSVAKRKTDKERSSSLNRRDSNLHSSTDKEQAERKPRVTGVTNYVMQYVTVPLRKCTSDELRAVMFPMSTMKIPPQTKVEESPLEKVETPPK.... Result: 0 (no interaction). (2) The miRNA is mmu-miR-883a-3p with sequence UAACUGCAACAGCUCUCAGUAU. The protein sequence of the target gene is MESIFHEKQEGSLCAQHCLNNLLQGEYFSPVELSSIAHQLDEEERMRMAEGGVTSEDYRTFLQQPSGNMDDSGFFSIQVISNALKVWGLELILFNSPEYQRLRIDPINERSFICNYKEHWFTVRKLGKQWFNLNSLLTGPELISDTYLALFLAQLQQEGYSIFVVKGDLPDCEADQLLQMIRVQQMHRPKLIGEELAQLKEQRVHKTDLERVLEANDGSGMLDEDEEDLQRALALSRQEIDMEDEEADLRRAIQLSMQGSSRNISQDMTQTSGTNLTSEELRKRREAYFEKQQQKQQQQQ.... Result: 0 (no interaction). (3) The miRNA is hsa-miR-26b-5p with sequence UUCAAGUAAUUCAGGAUAGGU. The protein sequence of the target gene is MLLGGPPRSPRSGTSPKGPWSSTGHVQFGKSPQTWPRRTRPRSPEPAAPSGVRGSTWTRRRDSPRRAGPTALSRYVGHLWMGRRPPSPEARGPVPRSSAASRARRSLASPGISPGPLTATIGGAVAGGGPRQGRAEAHKEVFPGQRVGKMAAPMELFCWSGGWGLPSVDLDSLAVLTYARFTGAPLKVHKISNPWQSPSGTLPALRTSHGEVISVPHKIITHLRKEKYNADYDLSARQGADTLAFMSLLEEKLLPVLVHTFWIDTKNYVEVTRKWYAEAMPFPLNFFLPGRMQRQYMERL.... Result: 1 (interaction). (4) The miRNA is hsa-miR-510-5p with sequence UACUCAGGAGAGUGGCAAUCAC. Result: 0 (no interaction). The protein sequence of the target gene is MTQLTNFSESFSNQNSNLHQPYNFNSHQPPEENHYYVREPNGKRPFPVEFELDMEYVPRTKRRFDKISACLENFSISNDKPSPINICRESSSDEEMDEVYDDSNFDQCTESTSIPLVVEPDDEPAVAKKIRLDESIQRYFEKCRQGPIDFLPKPEKLKGNEMVIWQPRILVSPKNDFNMAGRIQEIDDEEEDRVNEEIKTRIIENEGMIDEDTRNETTGIVELGTGSDHSDIGSSWSSPMASPTGSSQIVELDPDSPNSLTNGSVTDEEMMEFE. (5) The miRNA is hsa-miR-7157-5p with sequence UCAGCAUUCAUUGGCACCAGAGA. The protein sequence of the target gene is MTSLMPGAGLLPIPTPNPLTTLGVSLSSLGAIPAAALDPNIATLGEIPQPPLMGNVDPSKIDEIRRTVYVGNLNSQTTTADQLLEFFKQVGEVKFVRMAGDETQPTRFAFVEFADQNSVPRALAFNGVMFGDRPLKINHSNNAIVKPPEMTPQAAAKELEEVMKRVREAQSFISAAIEPESGKSNERKGGRSRSHTRSKSRSSSKSHSRRKRSQSKHRSRSHNRSRSRQKDRRRSKSPHKKRSKSRERRKSRSRSHSRDKRKDTREKIKEKERVKEKDREKEREREKEREKEKERGKNKD.... Result: 1 (interaction). (6) The miRNA is hsa-miR-17-5p with sequence CAAAGUGCUUACAGUGCAGGUAG. The protein sequence of the target gene is MFPNGTASSPSSSPSPSPGSCGEGACSRGPGSGAADGMEEPGRNASQNGTLSEGQGSAILISFIYSVVCLVGLCGNSMVIYVILRYAKMKTATNIYILNLAIADELLMLSVPFLVTSTLLRHWPFGALLCRLVLSVDAVNMFTSIYCLTVLSVDRYVAVVHPIKAARYRRPTVAKVVNLGVWVLSLLVILPIVVFSRTAANSDGTVACNMLMPEPAQRWLVGFVLYTFLMGFLLPVGAICLCYVLIIAKMRMVALKAGWQQRKRSERKITLMVMMVVMVFVICWMPFYVVQLVNVFAEQD.... Result: 0 (no interaction). (7) The miRNA is hsa-miR-603 with sequence CACACACUGCAAUUACUUUUGC. The protein sequence of the target gene is MPSDFISLLSADLDLESPKSLYSRESVYDLLPKELQLPPSRETSVASMSQTSGGEAGSPPPAVVAADASSAPSSSSMGGACSSFTTSSSPTIYSTSVTDSKAMQVESCSSAVGVSNRGVSEKQLTSNTVQQHPSTPKRHTVLYISPPPEDLLDNSRMSCQDEGCGLESEQSCSMWMEDSPSNFSNMSTSSYNDNTEVPRKSRKRNPKQRPGVKRRDCEESNMDIFDADSAKAPHYVLSQLTTDNKGNSKAGNGTLENQKGTGVKKSPMLCGQYPVKSEGKELKIVVQPETQHRARYLTEG.... Result: 1 (interaction).